This data is from Forward reaction prediction with 1.9M reactions from USPTO patents (1976-2016). The task is: Predict the product of the given reaction. (1) Given the reactants Cl[C:2]1[C:3]2[C:10]([Cl:11])=[C:9]([CH3:12])[S:8][C:4]=2[N:5]=[CH:6][N:7]=1.[SH:13][CH2:14][C:15]([O:17][CH3:18])=[O:16], predict the reaction product. The product is: [Cl:11][C:10]1[C:3]2[C:2]([S:13][CH2:14][C:15]([O:17][CH3:18])=[O:16])=[N:7][CH:6]=[N:5][C:4]=2[S:8][C:9]=1[CH3:12]. (2) Given the reactants [NH2:1][C:2]1[CH:3]=[C:4]([C:9]([N:11]2[CH2:16][CH2:15][C@H:14]([C:17]3[CH:22]=[CH:21][C:20]([C:23]4[N:24]([CH3:28])[N:25]=[CH:26][CH:27]=4)=[CH:19][CH:18]=3)[C@H:13]([CH3:29])[CH2:12]2)=[O:10])[CH:5]=[CH:6][C:7]=1[CH3:8].N1C=CC=CC=1.[Cl:36][C:37]1[CH:45]=[CH:44][C:40]([C:41](Cl)=[O:42])=[CH:39][N:38]=1, predict the reaction product. The product is: [Cl:36][C:37]1[CH:45]=[CH:44][C:40]([C:41]([NH:1][C:2]2[CH:3]=[C:4]([C:9]([N:11]3[CH2:16][CH2:15][C@H:14]([C:17]4[CH:22]=[CH:21][C:20]([C:23]5[N:24]([CH3:28])[N:25]=[CH:26][CH:27]=5)=[CH:19][CH:18]=4)[C@H:13]([CH3:29])[CH2:12]3)=[O:10])[CH:5]=[CH:6][C:7]=2[CH3:8])=[O:42])=[CH:39][N:38]=1. (3) Given the reactants [CH2:1]([O:5][C:6]1[CH:36]=[CH:35][C:9]2[C:10]3[C:27]4([O:32][CH2:31][C:30]([CH3:34])([CH3:33])[CH2:29][O:28]4)[C:11]=3[C:12]3[CH:19]=[CH:18][C:17]([O:20][CH2:21][CH2:22][O:23][CH2:24][CH2:25][OH:26])=[CH:16][C:13]=3[CH2:14][CH2:15][C:8]=2[CH:7]=1)[CH2:2][CH2:3][CH3:4].N1C=CC=CC=1.Cl[C:44]([O:46][C:47]1[CH:52]=[CH:51][C:50]([N+:53]([O-:55])=[O:54])=[CH:49][CH:48]=1)=[O:45], predict the reaction product. The product is: [C:44](=[O:45])([O:46][C:47]1[CH:48]=[CH:49][C:50]([N+:53]([O-:55])=[O:54])=[CH:51][CH:52]=1)[O:26][CH2:25][CH2:24][O:23][CH2:22][CH2:21][O:20][C:17]1[CH:18]=[CH:19][C:12]2[C:11]3[C:27]4([O:32][CH2:31][C:30]([CH3:34])([CH3:33])[CH2:29][O:28]4)[C:10]=3[C:9]3[CH:35]=[CH:36][C:6]([O:5][CH2:1][CH2:2][CH2:3][CH3:4])=[CH:7][C:8]=3[CH2:15][CH2:14][C:13]=2[CH:16]=1. (4) The product is: [CH2:23]([N:11]1[CH2:12][CH2:13][C:9]([C:4]2[CH:5]=[C:6]([F:8])[CH:7]=[C:2]([F:1])[CH:3]=2)([OH:14])[CH2:10]1)[CH:22]=[CH2:21]. Given the reactants [F:1][C:2]1[CH:3]=[C:4]([C:9]2([OH:14])[CH2:13][CH2:12][NH:11][CH2:10]2)[CH:5]=[C:6]([F:8])[CH:7]=1.C(=O)([O-])[O-].[K+].[K+].[CH2:21](Br)[CH:22]=[CH2:23].C(O)(=O)C(O)=O, predict the reaction product. (5) Given the reactants C1CO[C:3]2([CH2:8][CH2:7][CH2:6][C:5]([CH2:18][CH2:19][CH2:20][CH2:21][CH2:22][CH2:23][CH2:24][CH2:25][CH2:26][CH2:27][OH:28])(S(C3C=CC=CC=3)(=O)=O)[CH:4]2[CH3:29])[O:2]1.C(=O)(O)[O-].[Na+], predict the reaction product. The product is: [OH:28][CH2:27][CH2:26][CH2:25][CH2:24][CH2:23][CH2:22][CH2:21][CH2:20][CH2:19][CH2:18][C:5]1[CH2:6][CH2:7][CH2:8][C:3](=[O:2])[C:4]=1[CH3:29]. (6) The product is: [F:20][C:19]([F:22])([F:21])[S:16]([O:8][C:5]1[CH:6]=[CH:7][C:2]([Cl:1])=[CH:3][CH:4]=1)(=[O:18])=[O:17]. Given the reactants [Cl:1][C:2]1[CH:7]=[CH:6][C:5]([OH:8])=[CH:4][CH:3]=1.C1C=CC(N([S:16]([C:19]([F:22])([F:21])[F:20])(=[O:18])=[O:17])[S:16]([C:19]([F:22])([F:21])[F:20])(=[O:18])=[O:17])=CC=1.C(N(CC)CC)C.Cl, predict the reaction product. (7) Given the reactants [CH:1]([C:3]1[CH:17]=[CH:16][C:6]([CH2:7][NH:8][C:9](=[O:15])[O:10][C:11]([CH3:14])([CH3:13])[CH3:12])=[CH:5][CH:4]=1)=O.[O:18]1[C:22]([C:23]2[CH:28]=[CH:27][C:26]([NH:29][NH2:30])=[CH:25][CH:24]=2)=[CH:21][N:20]=[CH:19]1, predict the reaction product. The product is: [O:18]1[C:22]([C:23]2[CH:24]=[CH:25][C:26]([NH:29][N:30]=[CH:1][C:3]3[CH:17]=[CH:16][C:6]([CH2:7][NH:8][C:9](=[O:15])[O:10][C:11]([CH3:14])([CH3:13])[CH3:12])=[CH:5][CH:4]=3)=[CH:27][CH:28]=2)=[CH:21][N:20]=[CH:19]1. (8) Given the reactants F[P-](F)(F)(F)(F)F.N1(O[P+](N2CCCC2)(N2CCCC2)N2CCCC2)C2C=CC=CC=2N=N1.[Br:34][C:35]1[N:40]=[C:39]([C:41](=[O:44])[NH:42][CH3:43])[C:38]([NH:45][C:46]2[C:51]([C:52]([F:55])([F:54])[F:53])=[CH:50][N:49]=[C:48]([NH:56][C:57]3[CH:67]=[CH:66][C:60]([CH2:61][CH2:62][PH:63](=[O:65])[OH:64])=[CH:59][C:58]=3[O:68][CH3:69])[N:47]=2)=[CH:37][CH:36]=1.[CH3:70][C:71]1([CH3:87])[C:75]([CH3:77])([CH3:76])[O:74][B:73]([C:78]2[CH:79]=[N:80][N:81]([CH2:83][CH2:84][CH2:85]O)[CH:82]=2)[O:72]1.CN1C=CN=C1, predict the reaction product. The product is: [Br:34][C:35]1[N:40]=[C:39]([C:41](=[O:44])[NH:42][CH3:43])[C:38]([NH:45][C:46]2[C:51]([C:52]([F:55])([F:53])[F:54])=[CH:50][N:49]=[C:48]([NH:56][C:57]3[CH:67]=[CH:66][C:60]([CH2:61][CH2:62][PH:63](=[O:64])[O:65][CH2:85][CH2:84][CH2:83][N:81]4[CH:82]=[C:78]([B:73]5[O:74][C:75]([CH3:77])([CH3:76])[C:71]([CH3:70])([CH3:87])[O:72]5)[CH:79]=[N:80]4)=[CH:59][C:58]=3[O:68][CH3:69])[N:47]=2)=[CH:37][CH:36]=1. (9) Given the reactants [Br:1][C:2]1[CH:3]=[C:4]([CH2:9][CH2:10][C:11](=[NH:13])[NH2:12])[CH:5]=[CH:6][C:7]=1[F:8].[OH:14]/[CH:15]=[C:16](/[CH2:21][C:22]1[CH:23]=[N:24][C:25]([O:28][CH3:29])=[N:26][CH:27]=1)\[C:17](OC)=O.C([O-])([O-])=O.[K+].[K+], predict the reaction product. The product is: [Br:1][C:2]1[CH:3]=[C:4]([CH:5]=[CH:6][C:7]=1[F:8])[CH2:9][CH2:10][C:11]1[NH:12][CH:17]=[C:16]([CH2:21][C:22]2[CH:23]=[N:24][C:25]([O:28][CH3:29])=[N:26][CH:27]=2)[C:15](=[O:14])[N:13]=1. (10) Given the reactants Br[CH2:2][CH2:3][CH2:4][CH3:5].C(=O)([O-])[O-].[K+].[K+].[CH2:12]([O:19][C:20]1[CH:25]=[CH:24][NH:23][C:22](=[O:26])[CH:21]=1)[C:13]1[CH:18]=[CH:17][CH:16]=[CH:15][CH:14]=1, predict the reaction product. The product is: [CH2:12]([O:19][C:20]1[CH:25]=[CH:24][N:23]([CH2:2][CH2:3][CH2:4][CH3:5])[C:22](=[O:26])[CH:21]=1)[C:13]1[CH:14]=[CH:15][CH:16]=[CH:17][CH:18]=1.